This data is from Forward reaction prediction with 1.9M reactions from USPTO patents (1976-2016). The task is: Predict the product of the given reaction. (1) Given the reactants [CH3:1][NH:2][CH2:3][CH2:4][O:5][CH2:6][C:7]([OH:9])=[O:8].C(N(CC)CC)C.Cl[Si](C)(C)C.[CH3:22][O:23][C:24]1[CH:29]=[CH:28][C:27]([S:30](Cl)(=[O:32])=[O:31])=[C:26]([C:34]([F:37])([F:36])[F:35])[CH:25]=1, predict the reaction product. The product is: [CH3:22][O:23][C:24]1[CH:29]=[CH:28][C:27]([S:30]([N:2]([CH3:1])[CH2:3][CH2:4][O:5][CH2:6][C:7]([OH:9])=[O:8])(=[O:32])=[O:31])=[C:26]([C:34]([F:37])([F:35])[F:36])[CH:25]=1. (2) The product is: [CH2:24]([O:17][C:16]1[CH:15]=[CH:14][S:13][C:12]=1[C:10]([NH:9][C:3]1([C:1]#[CH:2])[CH2:4][CH2:5][CH2:6][CH2:7][CH2:8]1)=[O:11])[C:25]1[CH:30]=[CH:29][CH:28]=[CH:27][CH:26]=1. Given the reactants [C:1]([C:3]1([NH:9][C:10]([C:12]2[S:13][CH:14]=[CH:15][C:16]=2[OH:17])=[O:11])[CH2:8][CH2:7][CH2:6][CH2:5][CH2:4]1)#[CH:2].C([O-])([O-])=O.[Cs+].[Cs+].[CH2:24](Br)[C:25]1[CH:30]=[CH:29][CH:28]=[CH:27][CH:26]=1, predict the reaction product. (3) Given the reactants [C:1]([C:4]1[N:5]=[C:6]([N:9]2[CH2:12][CH:11](OS(C)(=O)=O)[CH2:10]2)[O:7][CH:8]=1)(=[O:3])[NH2:2].[C:18]([O-:21])(=[S:20])[CH3:19].[K+], predict the reaction product. The product is: [C:18]([S:20][CH:11]1[CH2:10][N:9]([C:6]2[O:7][CH:8]=[C:4]([C:1](=[O:3])[NH2:2])[N:5]=2)[CH2:12]1)(=[O:21])[CH3:19].